Task: Predict the reactants needed to synthesize the given product.. Dataset: Full USPTO retrosynthesis dataset with 1.9M reactions from patents (1976-2016) (1) Given the product [CH3:31][NH:30][S:29]([C:26]1[CH:27]=[CH:28][C:20]([N:34]2[CH2:39][CH2:38][O:37][CH2:36][CH2:35]2)=[C:21]([CH:25]=1)[C:22]([OH:24])=[O:23])(=[O:33])=[O:32], predict the reactants needed to synthesize it. The reactants are: CS(C1C=CC(N2CCCC2)=C(C=1)C(O)=O)(=O)=O.Cl[C:20]1[CH:28]=[CH:27][C:26]([S:29](=[O:33])(=[O:32])[NH:30][CH3:31])=[CH:25][C:21]=1[C:22]([OH:24])=[O:23].[NH:34]1[CH2:39][CH2:38][O:37][CH2:36][CH2:35]1. (2) The reactants are: [Cl:1][C:2]1[CH:3]=[CH:4][C:5]([NH:8][C:9](=[O:38])[C:10]2[CH:15]=[CH:14][CH:13]=[C:12]([OH:16])[C:11]=2[NH:17][C:18](=[O:37])[C:19]2[CH:24]=[CH:23][C:22]([CH:25]3[CH2:30][CH2:29][CH2:28][N:27]([CH2:31][CH2:32][N:33]([CH3:35])[CH3:34])[C:26]3=[O:36])=[CH:21][CH:20]=2)=[N:6][CH:7]=1.C(OO)(=[O:41])C.C(=O)([O-])O.[Na+]. Given the product [Cl:1][C:2]1[CH:3]=[CH:4][C:5]([NH:8][C:9](=[O:38])[C:10]2[CH:15]=[CH:14][CH:13]=[C:12]([OH:16])[C:11]=2[NH:17][C:18](=[O:37])[C:19]2[CH:24]=[CH:23][C:22]([CH:25]3[CH2:30][CH2:29][CH2:28][N:27]([CH2:31][CH2:32][N+:33]([CH3:35])([CH3:34])[O-:41])[C:26]3=[O:36])=[CH:21][CH:20]=2)=[N:6][CH:7]=1, predict the reactants needed to synthesize it. (3) Given the product [O:4]1[C:8]2=[C:9]([N:13]3[CH2:18][CH2:17][N:16]([CH2:19][CH2:20][C@H:21]4[CH2:26][CH2:25][C@H:24]([NH:27][C:30](=[O:31])[C:29]([CH3:34])([CH3:33])[CH3:28])[CH2:23][CH2:22]4)[CH2:15][CH2:14]3)[N:10]=[CH:11][CH:12]=[C:7]2[CH2:6][CH2:5]1, predict the reactants needed to synthesize it. The reactants are: Cl.Cl.Cl.[O:4]1[C:8]2=[C:9]([N:13]3[CH2:18][CH2:17][N:16]([CH2:19][CH2:20][C@H:21]4[CH2:26][CH2:25][C@H:24]([NH2:27])[CH2:23][CH2:22]4)[CH2:15][CH2:14]3)[N:10]=[CH:11][CH:12]=[C:7]2[CH2:6][CH2:5]1.[CH3:28][C:29]([CH3:34])([CH3:33])[C:30](O)=[O:31]. (4) Given the product [CH2:31]([N:33]([CH2:39][CH3:40])[CH2:34][CH2:35][CH2:36][CH2:37][NH:38][C:8](=[O:30])[NH:9][C:10]1[S:14][N:13]=[C:12]([O:15][CH2:16][C:17]2[C:22]([F:23])=[CH:21][C:20]([CH3:24])=[C:19]([F:25])[C:18]=2[F:26])[C:11]=1[C:27]([NH2:28])=[O:29])[CH3:32], predict the reactants needed to synthesize it. The reactants are: C1(O[C:8](=[O:30])[NH:9][C:10]2[S:14][N:13]=[C:12]([O:15][CH2:16][C:17]3[C:22]([F:23])=[CH:21][C:20]([CH3:24])=[C:19]([F:25])[C:18]=3[F:26])[C:11]=2[C:27](=[O:29])[NH2:28])C=CC=CC=1.[CH2:31]([N:33]([CH2:39][CH3:40])[CH2:34][CH2:35][CH2:36][CH2:37][NH2:38])[CH3:32]. (5) The reactants are: [I:1][C:2]1[N:11]=[CH:10][C:9]2[CH2:8][CH2:7][C:6]3[C:12]([C:15]([NH2:17])=[O:16])=[N:13][NH:14][C:5]=3[C:4]=2[N:3]=1.Br[CH2:19][CH:20]1[CH2:25][CH2:24][N:23]([C:26]([O:28][C:29]([CH3:32])([CH3:31])[CH3:30])=[O:27])[CH2:22][CH2:21]1.C([O-])([O-])=O.[Cs+].[Cs+].O. Given the product [C:15]([C:12]1[C:6]2[CH2:7][CH2:8][C:9]3[CH:10]=[N:11][C:2]([I:1])=[N:3][C:4]=3[C:5]=2[N:14]([CH2:19][CH:20]2[CH2:25][CH2:24][N:23]([C:26]([O:28][C:29]([CH3:30])([CH3:32])[CH3:31])=[O:27])[CH2:22][CH2:21]2)[N:13]=1)(=[O:16])[NH2:17], predict the reactants needed to synthesize it. (6) The reactants are: [CH2:1]([NH:8][C:9]1[CH:14]=[C:13]([NH:15][C:16]2[CH:21]=[CH:20][C:19]([N:22]3[CH2:27][CH2:26][CH:25]([CH2:28][CH2:29][OH:30])[CH2:24][CH2:23]3)=[CH:18][CH:17]=2)[N:12]=[CH:11][C:10]=1[CH2:31][C:32]([NH2:34])=[O:33])[C:2]1[CH:7]=[CH:6][CH:5]=[CH:4][CH:3]=1.C(N(CC)CC)C.[CH3:42][S:43](Cl)(=[O:45])=[O:44].C(=O)(O)[O-].[Na+]. Given the product [CH2:1]([NH:8][C:9]1[CH:14]=[C:13]([NH:15][C:16]2[CH:21]=[CH:20][C:19]([N:22]3[CH2:23][CH2:24][CH:25]([CH2:28][CH2:29][O:30][S:43]([CH3:42])(=[O:45])=[O:44])[CH2:26][CH2:27]3)=[CH:18][CH:17]=2)[N:12]=[CH:11][C:10]=1[CH2:31][C:32]([NH2:34])=[O:33])[C:2]1[CH:7]=[CH:6][CH:5]=[CH:4][CH:3]=1, predict the reactants needed to synthesize it. (7) Given the product [Br:22][C:23]1[CH:24]=[C:25]2[C:29](=[CH:30][CH:31]=1)[NH:28][C:27](=[O:32])[C:26]2=[CH:17][C:14]1[NH:13][C:9]2[CH2:10][CH2:11][CH2:12][N:6]([CH2:5][CH2:4][N:3]([CH2:20][CH3:21])[CH2:1][CH3:2])[C:7](=[O:19])[C:8]=2[C:15]=1[CH3:16], predict the reactants needed to synthesize it. The reactants are: [CH2:1]([N:3]([CH2:20][CH3:21])[CH2:4][CH2:5][N:6]1[CH2:12][CH2:11][CH2:10][C:9]2[NH:13][C:14]([CH:17]=O)=[C:15]([CH3:16])[C:8]=2[C:7]1=[O:19])[CH3:2].[Br:22][C:23]1[CH:24]=[C:25]2[C:29](=[CH:30][CH:31]=1)[NH:28][C:27](=[O:32])[CH2:26]2. (8) The reactants are: [CH:1]1([CH2:6][CH2:7][C:8](O)=O)[CH2:5][CH2:4][CH2:3][CH2:2]1.[CH:11]1([CH2:17][CH2:18][C:19]([OH:21])=O)[CH2:16][CH2:15]CCC1. Given the product [CH:1]1([CH2:6][CH2:7][CH2:8][C:19]([CH:18]2[CH2:15][CH2:16][CH2:11][CH2:17]2)=[O:21])[CH2:2][CH2:3][CH2:4][CH2:5]1, predict the reactants needed to synthesize it. (9) Given the product [Cl:1][C:2]1[NH:3][C:4]([NH:32][CH2:33][C:34]([CH3:42])([N:36]2[CH2:41][CH2:40][O:39][CH2:38][CH2:37]2)[CH3:35])=[C:5]([F:31])[C:6](=[N:8][NH2:9])[N:7]=1, predict the reactants needed to synthesize it. The reactants are: [Cl:1][C:2]1[N:7]=[C:6]([N:8](C(OC(C)(C)C)=O)[N:9](C(OC(C)(C)C)=O)C(OC(C)(C)C)=O)[C:5]([F:31])=[C:4]([NH:32][CH2:33][C:34]([CH3:42])([N:36]2[CH2:41][CH2:40][O:39][CH2:38][CH2:37]2)[CH3:35])[N:3]=1.Cl.